From a dataset of Forward reaction prediction with 1.9M reactions from USPTO patents (1976-2016). Predict the product of the given reaction. Given the reactants [N+:1]([O-:4])(O)=[O:2].[OH:5][C:6]1[CH:23]=[CH:22][C:9]2[CH2:10][CH2:11][N:12]([C:15]([O:17][C:18]([CH3:21])([CH3:20])[CH3:19])=[O:16])[CH2:13][CH2:14][C:8]=2[CH:7]=1.C(=O)(O)[O-].[Na+], predict the reaction product. The product is: [OH:5][C:6]1[C:23]([N+:1]([O-:4])=[O:2])=[CH:22][C:9]2[CH2:10][CH2:11][N:12]([C:15]([O:17][C:18]([CH3:19])([CH3:21])[CH3:20])=[O:16])[CH2:13][CH2:14][C:8]=2[CH:7]=1.